This data is from Forward reaction prediction with 1.9M reactions from USPTO patents (1976-2016). The task is: Predict the product of the given reaction. (1) Given the reactants CC(C)([O-])C.[Na+].F[C:8]1[CH:15]=[CH:14][C:11]([C:12]#[N:13])=[CH:10][CH:9]=1.[CH3:16][O:17][C:18]1[CH:24]=[CH:23][C:21]([NH2:22])=[CH:20][CH:19]=1.CS(C)=O, predict the reaction product. The product is: [CH3:16][O:17][C:18]1[CH:24]=[CH:23][C:21]([NH:22][C:8]2[CH:15]=[CH:14][C:11]([C:12]#[N:13])=[CH:10][CH:9]=2)=[CH:20][CH:19]=1. (2) The product is: [C:11]([O:30][CH2:29][C@@H:28]([O:31][C:5](=[O:7])[CH3:6])[CH2:27][O:26][C:25]1[CH:24]=[CH:23][C:22]([C:19]([C:16]2[CH:15]=[CH:14][C:13]([O:12][CH2:11][C@H:10]([O:34][C:25](=[O:26])[CH3:24])[CH2:9][Cl:8])=[CH:18][CH:17]=2)([CH3:21])[CH3:20])=[CH:33][CH:32]=1)(=[O:12])[CH3:10]. Given the reactants C(O[C:5](=[O:7])[CH3:6])(=O)C.[Cl:8][CH2:9][C@@H:10]([OH:34])[CH2:11][O:12][C:13]1[CH:18]=[CH:17][C:16]([C:19]([C:22]2[CH:33]=[CH:32][C:25]([O:26][CH2:27][C@H:28]([OH:31])[CH2:29][OH:30])=[CH:24][CH:23]=2)([CH3:21])[CH3:20])=[CH:15][CH:14]=1, predict the reaction product. (3) Given the reactants I[C:2]1[CH:13]=[CH:12][C:5]([O:6][CH2:7][C:8]2([NH2:11])[CH2:10][CH2:9]2)=[C:4]([CH3:14])[CH:3]=1.[Cl:15][C:16]1[CH:21]=[CH:20][C:19]([C:22]2[CH:23]=[CH:24][C:25]([C:28]#[CH:29])=[N:26][CH:27]=2)=[CH:18][CH:17]=1.C(Cl)Cl.CO.N, predict the reaction product. The product is: [Cl:15][C:16]1[CH:17]=[CH:18][C:19]([C:22]2[CH:23]=[CH:24][C:25]([C:28]#[C:29][C:2]3[CH:13]=[CH:12][C:5]([O:6][CH2:7][C:8]4([NH2:11])[CH2:10][CH2:9]4)=[C:4]([CH3:14])[CH:3]=3)=[N:26][CH:27]=2)=[CH:20][CH:21]=1. (4) The product is: [CH2:34]([O:5][C:3]1[CH:4]=[CH:21][C:13]2[N:12]([CH:11]=[C:20]([CH3:19])[C:14]=2[C:15]([O:17][CH3:18])=[O:16])[CH:2]=1)[C:28]1[CH:33]=[CH:32][CH:31]=[CH:30][CH:29]=1. Given the reactants Cl[CH2:2][C:3](=[O:5])[CH3:4].[Br-].[Li+].COC[C:11]1[CH:20]=[CH:19][C:14]([C:15]([O:17][CH3:18])=[O:16])=[CH:13][N:12]=1.[CH2:21](N(CC)CC)C.[C:28]1([CH3:34])[CH:33]=[CH:32][CH:31]=[CH:30][CH:29]=1, predict the reaction product.